Task: Predict the reactants needed to synthesize the given product.. Dataset: Full USPTO retrosynthesis dataset with 1.9M reactions from patents (1976-2016) (1) Given the product [NH2:10][CH2:9][C:8]1[CH:11]=[CH:12][C:5]([C:4]([NH2:3])=[O:1])=[CH:6][CH:7]=1, predict the reactants needed to synthesize it. The reactants are: [OH-:1].[Na+].[NH2:3][CH2:4][C:5]1[CH:12]=[CH:11][C:8]([C:9]#[N:10])=[CH:7][CH:6]=1.O.OO. (2) Given the product [CH3:1][O:2][C:3](=[O:20])[CH2:4][C:5]1[CH:10]=[CH:9][CH:8]=[C:7]([NH:11][C:12]([C:14]2[O:15][C:16]([C:26]3[CH:27]=[CH:28][CH:29]=[C:24]([O:23][C:22]([F:21])([F:33])[F:34])[CH:25]=3)=[CH:17][CH:18]=2)=[O:13])[CH:6]=1, predict the reactants needed to synthesize it. The reactants are: [CH3:1][O:2][C:3](=[O:20])[CH2:4][C:5]1[CH:10]=[CH:9][CH:8]=[C:7]([NH:11][C:12]([C:14]2[O:15][C:16](Br)=[CH:17][CH:18]=2)=[O:13])[CH:6]=1.[F:21][C:22]([F:34])([F:33])[O:23][C:24]1[CH:25]=[C:26](B(O)O)[CH:27]=[CH:28][CH:29]=1. (3) Given the product [CH2:23]([O:22][C:19]1[CH:20]=[CH:21][C:16]([N:15]2[C:1]([CH3:2])=[C:4]3[C:5]([C:9]([CH3:10])=[N:31][N:32]=[C:12]3[CH3:13])=[C:6]2[CH3:7])=[C:17]([CH2:25][OH:26])[CH:18]=1)[CH3:24], predict the reactants needed to synthesize it. The reactants are: [C:1]([CH:4]([C:12](=O)[CH3:13])[CH:5]([C:9](=O)[CH3:10])[C:6](=O)[CH3:7])(=O)[CH3:2].[NH2:15][C:16]1[CH:21]=[CH:20][C:19]([O:22][CH2:23][CH3:24])=[CH:18][C:17]=1[CH2:25][OH:26].CC(O)=O.[NH2:31][NH2:32].